This data is from Forward reaction prediction with 1.9M reactions from USPTO patents (1976-2016). The task is: Predict the product of the given reaction. (1) Given the reactants [C:1]([NH:4][C:5]1[S:20][C:8]2[CH2:9][N:10](C(OC(C)(C)C)=O)[CH2:11][CH2:12][C:7]=2[C:6]=1[C:21]1[CH:26]=[CH:25][CH:24]=[CH:23][CH:22]=1)(=[O:3])[CH3:2].[F:27][C:28]([F:33])([F:32])[C:29]([OH:31])=[O:30], predict the reaction product. The product is: [F:27][C:28]([F:33])([F:32])[C:29]([O-:31])=[O:30].[C:1]([NH:4][C:5]1[S:20][C:8]2[CH2:9][NH2+:10][CH2:11][CH2:12][C:7]=2[C:6]=1[C:21]1[CH:26]=[CH:25][CH:24]=[CH:23][CH:22]=1)(=[O:3])[CH3:2]. (2) Given the reactants [CH3:1][C:2]1[N:12]=[C:11]2[N:6]([CH2:7][CH2:8][CH2:9][CH:10]2[OH:13])[C:4](=[O:5])[C:3]=1[CH2:14][CH2:15][N:16]1[CH2:21][CH2:20][CH:19]([C:22]2[C:23]3[CH:24]=[CH:25][C:26]([F:31])=[CH:27][C:28]=3[O:29][N:30]=2)[CH2:18][CH2:17]1.C1OCCOCCOCCOCCOCCOC1.Br[CH2:51][CH2:52][CH2:53][CH2:54][CH2:55][C:56]([O:58]CC)=[O:57].[H-].[Na+].C(=O)(O)[O-].[Na+], predict the reaction product. The product is: [F:31][C:26]1[CH:25]=[CH:24][C:23]2[C:22]([CH:19]3[CH2:20][CH2:21][N:16]([CH2:15][CH2:14][C:3]4[C:4](=[O:5])[N:6]5[CH2:7][CH2:8][CH2:9][CH:10]([O:13][CH2:51][CH2:52][CH2:53][CH2:54][CH2:55][C:56]([OH:58])=[O:57])[C:11]5=[N:12][C:2]=4[CH3:1])[CH2:17][CH2:18]3)=[N:30][O:29][C:28]=2[CH:27]=1. (3) Given the reactants [H-].[Na+].[O:3]1[C:5]2([CH2:10][CH2:9][N:8]([C:11]([O:13][C:14]([CH3:17])([CH3:16])[CH3:15])=[O:12])[CH2:7][CH2:6]2)[CH2:4]1.[CH3:18][CH2:19][OH:20], predict the reaction product. The product is: [CH2:19]([O:20][CH2:4][C:5]1([OH:3])[CH2:10][CH2:9][N:8]([C:11]([O:13][C:14]([CH3:17])([CH3:16])[CH3:15])=[O:12])[CH2:7][CH2:6]1)[CH3:18].